From a dataset of Full USPTO retrosynthesis dataset with 1.9M reactions from patents (1976-2016). Predict the reactants needed to synthesize the given product. (1) Given the product [CH2:1]([O:8][CH2:9][CH2:10][CH:11]1[CH2:12][CH2:13][C:14](=[O:15])[CH2:19][CH2:20]1)[C:2]1[CH:7]=[CH:6][CH:5]=[CH:4][CH:3]=1, predict the reactants needed to synthesize it. The reactants are: [CH2:1]([O:8][CH2:9][CH2:10][CH:11]1[CH2:20][CH2:19][C:14]2(OCC[O:15]2)[CH2:13][CH2:12]1)[C:2]1[CH:7]=[CH:6][CH:5]=[CH:4][CH:3]=1.Cl.C([O-])(O)=O.[Na+]. (2) Given the product [Cl:38][C:11]1[CH:12]=[CH:13][CH:14]=[C:15]2[C:10]=1[C:9](=[O:39])[NH:8][C:17]([C@@H:18]([NH:20][C:21](=[O:37])[O:22][CH2:23][CH:24]1[C:36]3[CH:35]=[CH:34][CH:33]=[CH:32][C:31]=3[C:30]3[C:25]1=[CH:26][CH:27]=[CH:28][CH:29]=3)[CH3:19])=[CH:16]2, predict the reactants needed to synthesize it. The reactants are: COC1C=CC(C[N:8]2[C:17]([C@@H:18]([NH:20][C:21](=[O:37])[O:22][CH2:23][CH:24]3[C:36]4[CH:35]=[CH:34][CH:33]=[CH:32][C:31]=4[C:30]4[C:25]3=[CH:26][CH:27]=[CH:28][CH:29]=4)[CH3:19])=[CH:16][C:15]3[C:10](=[C:11]([Cl:38])[CH:12]=[CH:13][CH:14]=3)[C:9]2=[O:39])=CC=1. (3) The reactants are: CN([CH:4]=[CH:5][C:6](=[O:11])[CH2:7][CH2:8][CH2:9][CH3:10])C.[S:12]1CC(O)S[CH2:14][CH:13]1O. Given the product [C:6]([C:5]1[CH:14]=[CH:13][S:12][CH:4]=1)(=[O:11])[CH2:7][CH2:8][CH2:9][CH3:10], predict the reactants needed to synthesize it. (4) The reactants are: [O:1]1[C:5]2[CH:6]=[CH:7][C:8]([S:10][C:11]3[NH:12][C:13]4[CH:18]=[CH:17][N:16]=[C:15]([NH2:19])[C:14]=4[N:20]=3)=[CH:9][C:4]=2[CH:3]=[CH:2]1.C([O-])([O-])=O.[Cs+].[Cs+].Cl[CH2:28][CH2:29][CH2:30][C:31]#[CH:32]. Given the product [O:1]1[C:5]2[CH:6]=[CH:7][C:8]([S:10][C:11]3[N:12]([CH2:32][CH2:31][CH2:30][C:29]#[CH:28])[C:13]4[CH:18]=[CH:17][N:16]=[C:15]([NH2:19])[C:14]=4[N:20]=3)=[CH:9][C:4]=2[CH:3]=[CH:2]1, predict the reactants needed to synthesize it. (5) The reactants are: [F:1][CH:2]([F:23])[C:3]1[O:4][C:5]([C:15]2[CH:20]=[CH:19][C:18]([O:21][CH3:22])=[CH:17][CH:16]=2)=[C:6]([C:8]2[CH:13]=[CH:12][C:11]([OH:14])=[CH:10][CH:9]=2)[N:7]=1.[C:24]([O:28][C:29]([NH:31][CH2:32][CH2:33]O)=[O:30])([CH3:27])([CH3:26])[CH3:25].N(C(OCC)=O)=NC(OCC)=O.C1(P(C2C=CC=CC=2)C2C=CC=CC=2)C=CC=CC=1. Given the product [F:23][CH:2]([F:1])[C:3]1[O:4][C:5]([C:15]2[CH:20]=[CH:19][C:18]([O:21][CH3:22])=[CH:17][CH:16]=2)=[C:6]([C:8]2[CH:9]=[CH:10][C:11]([O:14][CH2:33][CH2:32][NH:31][C:29](=[O:30])[O:28][C:24]([CH3:27])([CH3:26])[CH3:25])=[CH:12][CH:13]=2)[N:7]=1, predict the reactants needed to synthesize it. (6) The reactants are: C(N(CC)CC)C.[F:8][C:9]1[CH:14]=[CH:13][CH:12]=[CH:11][C:10]=1[N:15]1[C:23]2[C:18](=[C:19]([N:24]3[CH2:31][C@@H:30]4[C@@H:26]([CH2:27][NH:28][CH2:29]4)[C:25]3=[O:32])[CH:20]=[CH:21][CH:22]=2)[CH:17]=[N:16]1.[C:33](Cl)(=[O:37])[CH:34]([CH3:36])[CH3:35]. Given the product [F:8][C:9]1[CH:14]=[CH:13][CH:12]=[CH:11][C:10]=1[N:15]1[C:23]2[C:18](=[C:19]([N:24]3[CH2:31][C@@H:30]4[C@@H:26]([CH2:27][N:28]([C:33](=[O:37])[CH:34]([CH3:36])[CH3:35])[CH2:29]4)[C:25]3=[O:32])[CH:20]=[CH:21][CH:22]=2)[CH:17]=[N:16]1, predict the reactants needed to synthesize it. (7) Given the product [CH3:1][C:2]1[CH:7]=[C:6]([N+:8]([O-:10])=[O:9])[C:5]([CH3:11])=[CH:4][C:3]=1[CH:31]1[CH2:32][CH2:33][N:28]([CH2:27][C:26]2[CH:25]=[CH:24][C:23]([O:22][CH3:21])=[CH:36][CH:35]=2)[C:29](=[O:34])[CH2:30]1, predict the reactants needed to synthesize it. The reactants are: [CH3:1][C:2]1[CH:7]=[C:6]([N+:8]([O-:10])=[O:9])[C:5]([CH3:11])=[CH:4][C:3]=1B1OC(C)(C)C(C)(C)O1.[CH3:21][O:22][C:23]1[CH:36]=[CH:35][C:26]([CH2:27][N:28]2[CH2:33][CH2:32][CH:31]=[CH:30][C:29]2=[O:34])=[CH:25][CH:24]=1.[OH-].[K+].